From a dataset of Full USPTO retrosynthesis dataset with 1.9M reactions from patents (1976-2016). Predict the reactants needed to synthesize the given product. (1) Given the product [C:1]([NH:5][C:6]1[CH:7]=[C:8]([CH:33]=[C:34]([C:48]([F:51])([F:50])[F:49])[CH:35]=1)[C:9]([NH:11][C:12]1[CH:17]=[C:16]([C:18]2[NH:26][C:25]3[C:24]4([CH2:31][CH2:30][CH2:29][NH:28][CH2:27]4)[CH2:23][NH:22][C:21](=[O:32])[C:20]=3[CH:19]=2)[CH:15]=[CH:14][N:13]=1)=[O:10])(=[O:4])[CH:2]=[CH2:3], predict the reactants needed to synthesize it. The reactants are: [C:1]([NH:5][C:6]1[CH:7]=[C:8]([CH:33]=[CH:34][CH:35]=1)[C:9]([NH:11][C:12]1[CH:17]=[C:16]([C:18]2[NH:26][C:25]3[C:24]4([CH2:31][CH2:30][CH2:29][NH:28][CH2:27]4)[CH2:23][NH:22][C:21](=[O:32])[C:20]=3[CH:19]=2)[CH:15]=[CH:14][N:13]=1)=[O:10])(=[O:4])[CH:2]=[CH2:3].[N+](C1C=C(C=C([C:48]([F:51])([F:50])[F:49])C=1)C(N)=O)([O-])=O. (2) Given the product [CH3:14][C:13]1([CH3:15])[N:9]([CH2:8][C:6]2[CH:5]=[CH:4][N:3]=[C:2]([NH:1][C:36](=[O:37])[O:38][C:39]3[CH:44]=[CH:43][CH:42]=[CH:41][CH:40]=3)[N:7]=2)[C:10](=[O:28])[N:11]([C:17]2[CH:22]=[CH:21][C:20]([S:23][C:24]([F:27])([F:26])[F:25])=[CH:19][CH:18]=2)[C:12]1=[O:16], predict the reactants needed to synthesize it. The reactants are: [NH2:1][C:2]1[N:7]=[C:6]([CH2:8][N:9]2[C:13]([CH3:15])([CH3:14])[C:12](=[O:16])[N:11]([C:17]3[CH:22]=[CH:21][C:20]([S:23][C:24]([F:27])([F:26])[F:25])=[CH:19][CH:18]=3)[C:10]2=[O:28])[CH:5]=[CH:4][N:3]=1.N1C=CC=CC=1.Cl[C:36]([O:38][C:39]1[CH:44]=[CH:43][CH:42]=[CH:41][CH:40]=1)=[O:37].